Dataset: Full USPTO retrosynthesis dataset with 1.9M reactions from patents (1976-2016). Task: Predict the reactants needed to synthesize the given product. (1) Given the product [F:20][C:18]1[CH:19]=[C:14]([C@@H:13]2[CH2:12][CH2:11][N:10]([C:22]([O:24][C:25]([CH3:26])([CH3:28])[CH3:27])=[O:23])[CH2:9][C@H:8]2[C:7]2[CH:6]=[CH:5][C:4]([C:29]3[CH:34]=[CH:33][CH:32]=[CH:31][C:30]=3[CH2:35][O:36][C:39]3[CH:40]=[CH:41][CH:42]=[CH:43][C:38]=3[CH3:37])=[CH:3][C:2]=2[CH3:47])[CH:15]=[C:16]([F:21])[CH:17]=1, predict the reactants needed to synthesize it. The reactants are: Cl[C:2]1[CH:3]=[C:4]([C:29]2[CH:34]=[CH:33][CH:32]=[CH:31][C:30]=2[CH2:35][OH:36])[CH:5]=[CH:6][C:7]=1[C@H:8]1[C@H:13]([C:14]2[CH:19]=[C:18]([F:20])[CH:17]=[C:16]([F:21])[CH:15]=2)[CH2:12][CH2:11][N:10]([C:22]([O:24][C:25]([CH3:28])([CH3:27])[CH3:26])=[O:23])[CH2:9]1.[CH3:37][C:38]1[CH:43]=[CH:42][CH:41]=[CH:40][C:39]=1O.N(C(N1CCCCC1)=O)=N[C:47](N1CCCCC1)=O.C(P(CCCC)CCCC)CCC. (2) Given the product [C:16]([C:18]1[C:23]2[N:24]=[C:25]([NH:27][CH2:28][CH2:29][CH2:30][C:31]([O:33][CH2:34][CH3:35])=[O:32])[O:26][C:22]=2[C:21]([N:5]2[CH2:6][CH2:7][C@H:3]([N:2]([CH3:8])[CH3:1])[CH2:4]2)=[C:20]([C:37]2[CH:38]=[CH:39][CH:40]=[CH:41][CH:42]=2)[C:19]=1[CH3:43])#[N:17], predict the reactants needed to synthesize it. The reactants are: [CH3:1][N:2]([CH3:8])[C@H:3]1[CH2:7][CH2:6][NH:5][CH2:4]1.C(N(CC)CC)C.[C:16]([C:18]1[C:23]2[N:24]=[C:25]([NH:27][CH2:28][CH2:29][CH2:30][C:31]([O:33][CH2:34][CH3:35])=[O:32])[O:26][C:22]=2[C:21](F)=[C:20]([C:37]2[CH:42]=[CH:41][CH:40]=[CH:39][CH:38]=2)[C:19]=1[CH3:43])#[N:17]. (3) Given the product [CH3:20][C:2]1([CH3:1])[C:6]([CH3:7])([CH3:8])[O:5][B:4]([C:9]2[CH2:19][CH2:11][C:14]([C:33]([O:35][CH3:36])=[O:34])=[CH:13][CH:15]=2)[O:3]1, predict the reactants needed to synthesize it. The reactants are: [CH3:1][C:2]1([CH3:20])[C:6]([CH3:8])([CH3:7])[O:5][B:4]([C:9]2[CH2:19][C:11]3([CH2:14][CH:13]([C:15](OC)=O)C3)C=2)[O:3]1.FC(F)(F)S(OC1CCC([C:33]([O:35][CH3:36])=[O:34])=CC=1)(=O)=O. (4) Given the product [CH3:8][N:4]1[C:3](=[O:9])[C:2]([NH:1][C:31]([N:19]2[CH2:18][CH2:17][CH:16]([O:15][C:14]3[CH:13]=[C:12]([C:11]([F:10])([F:25])[F:26])[CH:24]=[CH:23][CH:22]=3)[CH2:21][CH2:20]2)=[O:32])=[CH:7][CH:6]=[N:5]1, predict the reactants needed to synthesize it. The reactants are: [NH2:1][C:2]1[C:3](=[O:9])[N:4]([CH3:8])[N:5]=[CH:6][CH:7]=1.[F:10][C:11]([F:26])([F:25])[C:12]1[CH:13]=[C:14]([CH:22]=[CH:23][CH:24]=1)[O:15][CH:16]1[CH2:21][CH2:20][NH:19][CH2:18][CH2:17]1.Cl.FC(F)(F)C1C=CC=C[C:31]=1[O:32]C1CCNCC1. (5) Given the product [C:1]1([CH2:7][CH2:8][O:9][CH2:10][CH2:11][CH2:12][N:21]2[CH2:22][CH2:23][C:18]3([O:17][CH2:16][CH2:15][O:14]3)[CH2:19][CH2:20]2)[CH:2]=[CH:3][CH:4]=[CH:5][CH:6]=1, predict the reactants needed to synthesize it. The reactants are: [C:1]1([CH2:7][CH2:8][O:9][CH2:10][CH2:11][CH:12]=O)[CH:6]=[CH:5][CH:4]=[CH:3][CH:2]=1.[O:14]1[C:18]2([CH2:23][CH2:22][NH:21][CH2:20][CH2:19]2)[O:17][CH2:16][CH2:15]1.C(O[BH-](OC(=O)C)OC(=O)C)(=O)C.[Na+].